This data is from Full USPTO retrosynthesis dataset with 1.9M reactions from patents (1976-2016). The task is: Predict the reactants needed to synthesize the given product. Given the product [Br:1][C:2]1[C:7]([O:8][CH3:10])=[CH:6][CH:5]=[C:4]([I:9])[N:3]=1, predict the reactants needed to synthesize it. The reactants are: [Br:1][C:2]1[C:7]([OH:8])=[CH:6][CH:5]=[C:4]([I:9])[N:3]=1.[C:10]([O-])([O-])=O.[K+].[K+].IC.O.